From a dataset of Catalyst prediction with 721,799 reactions and 888 catalyst types from USPTO. Predict which catalyst facilitates the given reaction. (1) Reactant: C(OC(=O)[NH:7][C@H:8]1[CH2:13][CH2:12][C@@H:11]([N:14]2[CH:18]=[C:17]([C:19]([N:21]3[CH2:25][CH2:24][CH2:23][CH2:22]3)=[O:20])[N:16]=[N:15]2)[CH2:10][CH2:9]1)(C)(C)C.[ClH:27]. Product: [ClH:27].[NH2:7][C@@H:8]1[CH2:9][CH2:10][C@H:11]([N:14]2[CH:18]=[C:17]([C:19]([N:21]3[CH2:25][CH2:24][CH2:23][CH2:22]3)=[O:20])[N:16]=[N:15]2)[CH2:12][CH2:13]1. The catalyst class is: 513. (2) Product: [C:12]1([C:11]([C:18]2[CH:19]=[CH:20][CH:21]=[CH:22][CH:23]=2)=[N:2][CH2:1][C:3]2[CH:10]=[CH:9][C:6]([C:7]#[N:8])=[CH:5][CH:4]=2)[CH:17]=[CH:16][CH:15]=[CH:14][CH:13]=1. The catalyst class is: 2. Reactant: [C:1]([C:3]1[CH:10]=[CH:9][C:6]([CH2:7][NH2:8])=[CH:5][CH:4]=1)#[N:2].[C:11](=N)([C:18]1[CH:23]=[CH:22][CH:21]=[CH:20][CH:19]=1)[C:12]1[CH:17]=[CH:16][CH:15]=[CH:14][CH:13]=1. (3) The catalyst class is: 5. Reactant: [ClH:1].O1[CH2:7][CH2:6][O:5][CH2:4][CH2:3]1.[CH3:8][NH:9][C:10]([C:12]1[N:13]=[C:14]([N:17]2[CH2:22][CH2:21][N:20](C(OC(C)(C)C)=O)[CH2:19][CH:18]2COC2C=NC=CC=2)[S:15][CH:16]=1)=[O:11]. Product: [ClH:1].[ClH:1].[CH3:8][NH:9][C:10]([C:12]1[N:13]=[C:14]([N:17]2[CH2:22][CH2:21][NH:20][CH2:19][CH:18]2[CH2:7][CH2:6][O:5][C:4]2[CH:3]=[N:9][CH:10]=[CH:12][CH:16]=2)[S:15][CH:16]=1)=[O:11]. (4) Reactant: CO[C:3](=O)[CH:4]([CH2:9][C:10]1[CH:15]=[CH:14][C:13]([Cl:16])=[C:12]([O:17][C:18]([F:21])([F:20])[F:19])[CH:11]=1)[C:5](OC)=O.[H-].C([Al+]CC(C)C)C(C)C.[NH2:33][C:34]1[C:38]([C:39]([O:41]CC)=[O:40])=[CH:37][NH:36][N:35]=1.Cl. Product: [Cl:16][C:13]1[CH:14]=[CH:15][C:10]([CH2:9][C:4]2[CH:3]=[N:33][C:34]3[N:35]([N:36]=[CH:37][C:38]=3[C:39]([OH:41])=[O:40])[CH:5]=2)=[CH:11][C:12]=1[O:17][C:18]([F:19])([F:20])[F:21]. The catalyst class is: 61. (5) Reactant: [NH2:1][C:2]1[CH:7]=[CH:6][C:5]([N:8]2[C:12](=[O:13])[C:11]3=[CH:14][CH:15]=[CH:16][CH:17]=[C:10]3[C:9]2=[O:18])=[CH:4][CH:3]=1.[BH4-].[Li+].O. Product: [NH2:1][C:2]1[CH:3]=[CH:4][C:5]([NH:8][C:9](=[O:18])[C:10]2[CH:17]=[CH:16][CH:15]=[CH:14][C:11]=2[CH2:12][OH:13])=[CH:6][CH:7]=1. The catalyst class is: 7. (6) The catalyst class is: 20. Product: [C:18]1([S:24]([N:6]2[CH:7]=[C:3]([CH:1]=[O:2])[N:4]=[CH:5]2)(=[O:26])=[O:25])[CH:23]=[CH:22][CH:21]=[CH:20][CH:19]=1. Reactant: [CH:1]([C:3]1[N:4]=[CH:5][NH:6][CH:7]=1)=[O:2].C(#N)C.C(N(CC)CC)C.[C:18]1([S:24](Cl)(=[O:26])=[O:25])[CH:23]=[CH:22][CH:21]=[CH:20][CH:19]=1. (7) Reactant: [OH:1][C@H:2]([CH2:6][CH:7]([CH3:9])[CH3:8])[C:3]([OH:5])=O.[CH2:10]([N:17]1[CH2:22][CH2:21][NH:20][CH2:19][CH2:18]1)[C:11]1[CH:16]=[CH:15][CH:14]=[CH:13][CH:12]=1.CCN(CC)CC.C1C=CC2N(O)N=NC=2C=1.CCN=C=NCCCN(C)C.Cl. Product: [CH2:10]([N:17]1[CH2:22][CH2:21][N:20]([C:3](=[O:5])[C@H:2]([OH:1])[CH2:6][CH:7]([CH3:9])[CH3:8])[CH2:19][CH2:18]1)[C:11]1[CH:12]=[CH:13][CH:14]=[CH:15][CH:16]=1. The catalyst class is: 2.